The task is: Predict the product of the given reaction.. This data is from Forward reaction prediction with 1.9M reactions from USPTO patents (1976-2016). (1) Given the reactants [Cl:1][C:2]1[CH:3]=[C:4]2[C:8](=[C:9]([C:11]([OH:13])=O)[CH:10]=1)[NH:7][CH:6]=[CH:5]2.[C:14]([C:18]1[CH:34]=[CH:33][C:21]([CH2:22][NH:23][CH2:24][CH2:25][NH:26][C:27]2[CH:32]=[CH:31][CH:30]=[CH:29][CH:28]=2)=[CH:20][CH:19]=1)([CH3:17])([CH3:16])[CH3:15].CCN=C=NCCCN(C)C.Cl, predict the reaction product. The product is: [C:14]([C:18]1[CH:34]=[CH:33][C:21]([CH2:22][N:23]([CH2:24][CH2:25][NH:26][C:27]2[CH:32]=[CH:31][CH:30]=[CH:29][CH:28]=2)[C:11]([C:9]2[CH:10]=[C:2]([Cl:1])[CH:3]=[C:4]3[C:8]=2[NH:7][CH:6]=[CH:5]3)=[O:13])=[CH:20][CH:19]=1)([CH3:17])([CH3:15])[CH3:16]. (2) Given the reactants [Cl:1][C:2]1[CH:3]=[CH:4][C:5]([C:28]([F:31])([F:30])[F:29])=[C:6]([CH:27]=1)[CH2:7][N:8]1[CH2:13][CH2:12][NH:11][C:10]2[N:14]=[CH:15][C:16]([C:18]3[CH:26]=[CH:25][C:21]([C:22]([OH:24])=O)=[CH:20][CH:19]=3)=[CH:17][C:9]1=2.[C:32]1([CH:38]([C:41]2[CH:46]=[CH:45][CH:44]=[CH:43][CH:42]=2)[CH2:39][NH2:40])[CH:37]=[CH:36][CH:35]=[CH:34][CH:33]=1, predict the reaction product. The product is: [Cl:1][C:2]1[CH:3]=[CH:4][C:5]([C:28]([F:31])([F:29])[F:30])=[C:6]([CH:27]=1)[CH2:7][N:8]1[CH2:13][CH2:12][NH:11][C:10]2[N:14]=[CH:15][C:16]([C:18]3[CH:19]=[CH:20][C:21]([C:22]([NH:40][CH2:39][CH:38]([C:32]4[CH:37]=[CH:36][CH:35]=[CH:34][CH:33]=4)[C:41]4[CH:46]=[CH:45][CH:44]=[CH:43][CH:42]=4)=[O:24])=[CH:25][CH:26]=3)=[CH:17][C:9]1=2. (3) Given the reactants [F:1][C:2]([F:15])([F:14])[C:3]([C:5]1[CH:10]=[CH:9][CH:8]=[C:7]([N+:11]([O-:13])=[O:12])[CH:6]=1)=O.[Li+].C[Si]([N-:21][Si](C)(C)C)(C)C.C1COCC1.CSC, predict the reaction product. The product is: [F:1][C:2]([F:15])([F:14])[CH:3]([C:5]1[CH:10]=[CH:9][CH:8]=[C:7]([N+:11]([O-:13])=[O:12])[CH:6]=1)[NH2:21]. (4) Given the reactants [NH:1]([C:18]([O:20][CH2:21][C:22]1[CH:27]=[CH:26][CH:25]=[CH:24][CH:23]=1)=[O:19])[C@@H:2]([C:8]([O:10][CH2:11][C:12]1[CH:17]=[CH:16][CH:15]=[CH:14][CH:13]=1)=[O:9])[CH2:3][CH2:4][C:5](=[O:7])O.ON1C(=O)CCC1=O.CCN=C=NCCCN(C)C.Cl.Cl.[NH2:49][C@H:50]([C:61]([OH:63])=[O:62])[CH2:51][C:52]1[C:60]2[C:55](=[CH:56][CH:57]=[CH:58][CH:59]=2)[NH:54][CH:53]=1, predict the reaction product. The product is: [NH:1]([C:18]([O:20][CH2:21][C:22]1[CH:27]=[CH:26][CH:25]=[CH:24][CH:23]=1)=[O:19])[C@@H:2]([C:8]([O:10][CH2:11][C:12]1[CH:17]=[CH:16][CH:15]=[CH:14][CH:13]=1)=[O:9])[CH2:3][CH2:4][C:5]([NH:49][C@H:50]([C:61]([OH:63])=[O:62])[CH2:51][C:52]1[C:60]2[C:55](=[CH:56][CH:57]=[CH:58][CH:59]=2)[NH:54][CH:53]=1)=[O:7]. (5) Given the reactants Br[CH2:2][C:3]([O:5][C:6]([CH3:9])([CH3:8])[CH3:7])=[O:4].[Br:10][C:11]1[CH:16]=[CH:15][C:14](O)=[C:13]([Cl:18])[CH:12]=1.C(=O)([O-])[O-:20].[K+].[K+], predict the reaction product. The product is: [Br:10][C:11]1[CH:12]=[C:13]([Cl:18])[CH:14]=[CH:15][C:16]=1[O:20][CH2:2][C:3]([O:5][C:6]([CH3:9])([CH3:8])[CH3:7])=[O:4]. (6) Given the reactants [F:1][C:2]1[CH:25]=[CH:24][CH:23]=[CH:22][C:3]=1[CH2:4][N:5]1[C:9]([C:10]2[CH:14]=[CH:13][O:12][N:11]=2)=[CH:8][C:7]([C:15]2[CH:20]=[CH:19][C:18]([F:21])=[CH:17][N:16]=2)=[N:6]1.OO.NC(N)=O.F[C:33](F)(F)[C:34]([O:36]C(=O)C(F)(F)F)=[O:35], predict the reaction product. The product is: [C:34]([O:36][C:17]1[C:18]([F:21])=[CH:19][CH:20]=[C:15]([C:7]2[CH:8]=[C:9]([C:10]3[CH:14]=[CH:13][O:12][N:11]=3)[N:5]([CH2:4][C:3]3[CH:22]=[CH:23][CH:24]=[CH:25][C:2]=3[F:1])[N:6]=2)[N:16]=1)(=[O:35])[CH3:33]. (7) Given the reactants [CH2:1]([O:3][C:4]([C:6]1[C:14]2[C:13]([C:15]3[CH:16]=[C:17]([CH:21]=[CH:22][CH:23]=3)[C:18]([OH:20])=O)=[N:12][CH:11]=[N:10][C:9]=2[NH:8][CH:7]=1)=[O:5])[CH3:2].[NH2:24][CH2:25][C:26]#[N:27].CN(C(ON1N=NC2C=CC=NC1=2)=[N+](C)C)C.F[P-](F)(F)(F)(F)F.CCN(C(C)C)C(C)C, predict the reaction product. The product is: [C:25]([CH2:26][NH:27][C:18]([C:17]1[CH:16]=[C:15]([C:13]2[C:14]3[C:6]([C:4]([O:3][CH2:1][CH3:2])=[O:5])=[CH:7][NH:8][C:9]=3[N:10]=[CH:11][N:12]=2)[CH:23]=[CH:22][CH:21]=1)=[O:20])#[N:24].